From a dataset of Full USPTO retrosynthesis dataset with 1.9M reactions from patents (1976-2016). Predict the reactants needed to synthesize the given product. (1) Given the product [Cl:1][C:2]1[CH:3]=[C:4]([N:13]([CH2:21][CH3:22])[CH:14]2[CH2:19][CH2:18][N:17]([CH3:20])[CH2:16][CH2:15]2)[C:5]([CH3:12])=[C:6]([CH:11]=1)[C:7]([OH:9])=[O:8], predict the reactants needed to synthesize it. The reactants are: [Cl:1][C:2]1[CH:3]=[C:4]([N:13]([CH2:21][CH3:22])[CH:14]2[CH2:19][CH2:18][N:17]([CH3:20])[CH2:16][CH2:15]2)[C:5]([CH3:12])=[C:6]([CH:11]=1)[C:7]([O:9]C)=[O:8].[OH-].[Na+].Cl. (2) Given the product [NH2:23][C@@H:18]1[C@H:17]([NH:16][C:11]2[N:10]=[C:9]([C:31]3[S:32][C:33]([CH3:36])=[CH:34][CH:35]=3)[C:8]3[C:7](=[O:37])[NH:6][CH2:14][C:13]=3[C:12]=2[F:15])[CH2:22][CH2:21][O:20][CH2:19]1.[C:44]([OH:50])([C:46]([F:49])([F:48])[F:47])=[O:45], predict the reactants needed to synthesize it. The reactants are: COC1C=C(OC)C=CC=1C[N:6]1[CH2:14][C:13]2[C:12]([F:15])=[C:11]([NH:16][C@@H:17]3[CH2:22][CH2:21][O:20][CH2:19][C@@H:18]3[NH:23]C(=O)OC(C)(C)C)[N:10]=[C:9]([C:31]3[S:32][C:33]([CH3:36])=[CH:34][CH:35]=3)[C:8]=2[C:7]1=[O:37].[C:44]([OH:50])([C:46]([F:49])([F:48])[F:47])=[O:45]. (3) Given the product [CH3:1][O:2][C:3]1[C:4]([CH3:25])=[C:5]([C:16]([O:23][CH3:24])=[C:17]([O:21][CH3:22])[C:18]=1[O:19][CH3:20])[CH2:6][C:7]1[C:12]([CH:13]=[O:14])=[C:11]([O:15][CH2:32][C:33]2[CH:38]=[CH:37][CH:36]=[CH:35][CH:34]=2)[CH:10]=[CH:9][CH:8]=1, predict the reactants needed to synthesize it. The reactants are: [CH3:1][O:2][C:3]1[C:4]([CH3:25])=[C:5]([C:16]([O:23][CH3:24])=[C:17]([O:21][CH3:22])[C:18]=1[O:19][CH3:20])[CH2:6][C:7]1[C:12]([CH:13]=[O:14])=[C:11]([OH:15])[CH:10]=[CH:9][CH:8]=1.C(=O)([O-])[O-].[Na+].[Na+].[CH2:32](Br)[C:33]1[CH:38]=[CH:37][CH:36]=[CH:35][CH:34]=1. (4) Given the product [F:1][C:2]1[C:7]([CH:8]=[CH2:24])=[CH:6][CH:5]=[C:4]([F:10])[C:3]=1[C:11]1[N:16]=[C:15]([C:17]([O:19][CH3:20])=[O:18])[CH:14]=[CH:13][C:12]=1[F:21], predict the reactants needed to synthesize it. The reactants are: [F:1][C:2]1[C:7]([CH:8]=O)=[CH:6][CH:5]=[C:4]([F:10])[C:3]=1[C:11]1[N:16]=[C:15]([C:17]([O:19][CH3:20])=[O:18])[CH:14]=[CH:13][C:12]=1[F:21].[H-].[Na+].[CH2:24]1COCC1. (5) Given the product [OH:18][C:15]1[CH:16]=[CH:17][C:12]([C:11]([NH:10][C:4]2[C:5]([O:8][CH3:9])=[N:6][CH:7]=[C:2]([B:20]3[O:24][C:23]([CH3:26])([CH3:25])[C:22]([CH3:28])([CH3:27])[O:21]3)[CH:3]=2)=[O:19])=[CH:13][CH:14]=1, predict the reactants needed to synthesize it. The reactants are: Br[C:2]1[CH:3]=[C:4]([NH:10][C:11](=[O:19])[C:12]2[CH:17]=[CH:16][C:15]([OH:18])=[CH:14][CH:13]=2)[C:5]([O:8][CH3:9])=[N:6][CH:7]=1.[B:20]1([B:20]2[O:24][C:23]([CH3:26])([CH3:25])[C:22]([CH3:28])([CH3:27])[O:21]2)[O:24][C:23]([CH3:26])([CH3:25])[C:22]([CH3:28])([CH3:27])[O:21]1.C([O-])(=O)C.[K+]. (6) Given the product [Cl:2][C:3]1[CH:4]=[C:5]([NH:11][C@H:12]2[CH2:13][C:14](=[O:15])[N:19]([CH2:20][CH3:21])[CH2:18]2)[CH:6]=[CH:7][C:8]=1[C:9]#[N:10], predict the reactants needed to synthesize it. The reactants are: Cl.[Cl:2][C:3]1[CH:4]=[C:5]([NH:11][C@H:12]([CH2:18][NH:19][CH2:20][CH3:21])[CH2:13][C:14](OC)=[O:15])[CH:6]=[CH:7][C:8]=1[C:9]#[N:10].O.C(=O)(O)[O-].[Na+]. (7) Given the product [CH2:1]([C:4]1[C:12]2[NH:11][C:10]([CH2:13][O:14][C:15]3[CH:20]=[CH:19][C:18]([Cl:21])=[CH:17][CH:16]=3)=[N:9][C:8]=2[CH:7]=[CH:6][C:5]=1[CH2:3][CH2:2][CH2:1][CH:4]1[CH2:12][CH2:53][N:50]([CH2:47][CH2:46][CH2:45][N:39]2[CH2:40][CH2:41][CH2:42][CH2:43][CH2:44]2)[CH2:49][CH2:5]1)[CH:2]=[CH2:3], predict the reactants needed to synthesize it. The reactants are: [CH2:1]([C:4]1[C:12]2[N:11]=[C:10]([CH2:13][O:14][C:15]3[CH:20]=[CH:19][C:18]([Cl:21])=[CH:17][CH:16]=3)[N:9](CCCC3CCNCC3)[C:8]=2[CH:7]=[CH:6][CH:5]=1)[CH:2]=[CH2:3].C(=O)([O-])[O-].[K+].[K+].[I-].[K+].[N:39]1([CH2:45][CH2:46][CH2:47]Cl)[CH2:44][CH2:43][CH2:42][CH2:41][CH2:40]1.[CH3:49][N:50]([CH3:53])C=O.